This data is from Full USPTO retrosynthesis dataset with 1.9M reactions from patents (1976-2016). The task is: Predict the reactants needed to synthesize the given product. Given the product [CH2:3]([C:10]1[C:18]2[C:13](=[CH:14][C:15]([OH:23])=[C:16]([C:19]([OH:21])=[O:20])[CH:17]=2)[NH:12][N:11]=1)[C:4]1[CH:5]=[CH:6][CH:7]=[CH:8][CH:9]=1, predict the reactants needed to synthesize it. The reactants are: [OH-].[Na+].[CH2:3]([C:10]1[C:18]2[C:13](=[CH:14][C:15]([OH:23])=[C:16]([C:19]([O:21]C)=[O:20])[CH:17]=2)[NH:12][N:11]=1)[C:4]1[CH:9]=[CH:8][CH:7]=[CH:6][CH:5]=1.Cl.